This data is from Forward reaction prediction with 1.9M reactions from USPTO patents (1976-2016). The task is: Predict the product of the given reaction. (1) Given the reactants [C:1]([C:3]1[CH:12]=[CH:11][C:10]2[C:5](=[C:6]3[CH:16]=[CH:15][CH:14]=[CH:13][C:7]3=[CH:8][CH:9]=2)[N:4]=1)#[N:2].[H][H], predict the reaction product. The product is: [N:4]1[C:5]2[C:10](=[CH:9][CH:8]=[C:7]3[CH:13]=[CH:14][CH:15]=[CH:16][C:6]3=2)[CH:11]=[CH:12][C:3]=1[CH2:1][NH2:2]. (2) The product is: [C:8]([C:12]1[C:17]2[CH2:18][CH:19]([CH3:21])[O:20][C:16]=2[CH:15]=[CH:14][C:13]=1[OH:22])([CH3:11])([CH3:9])[CH3:10]. Given the reactants FC(F)(F)C(O)=O.[C:8]([C:12]1[C:17]2[CH:18]=[C:19]([CH3:21])[O:20][C:16]=2[CH:15]=[CH:14][C:13]=1[OH:22])([CH3:11])([CH3:10])[CH3:9], predict the reaction product. (3) Given the reactants Br[C:2]1[S:6][C:5]([C:7]2[N:11]=[CH:10][N:9]([CH:12]3[CH2:17][CH2:16][CH2:15][CH2:14][O:13]3)[N:8]=2)=[C:4]([CH:18]([C:20]2[CH:25]=[CH:24][C:23]([Cl:26])=[CH:22][CH:21]=2)[OH:19])[CH:3]=1.O1CCCC1.C([Mg]Cl)(C)C.C(O[B:41]1[O:45][C:44]([CH3:47])([CH3:46])[C:43]([CH3:49])([CH3:48])[O:42]1)(C)C, predict the reaction product. The product is: [Cl:26][C:23]1[CH:24]=[CH:25][C:20]([CH:18]([C:4]2[CH:3]=[C:2]([B:41]3[O:45][C:44]([CH3:47])([CH3:46])[C:43]([CH3:49])([CH3:48])[O:42]3)[S:6][C:5]=2[C:7]2[N:11]=[CH:10][N:9]([CH:12]3[CH2:17][CH2:16][CH2:15][CH2:14][O:13]3)[N:8]=2)[OH:19])=[CH:21][CH:22]=1. (4) Given the reactants [NH2:1][C:2]1[CH:9]=[CH:8][C:7]([Br:10])=[CH:6][C:3]=1[C:4]#[N:5].CCN(C(C)C)C(C)C.[S:20]1[CH:24]=[CH:23][CH:22]=[C:21]1[C:25](Cl)=[O:26], predict the reaction product. The product is: [Br:10][C:7]1[CH:8]=[CH:9][C:2]([NH:1][C:25]([C:21]2[S:20][CH:24]=[CH:23][CH:22]=2)=[O:26])=[C:3]([C:4]#[N:5])[CH:6]=1. (5) Given the reactants [Na].[Cl:2][C:3]1[CH:8]=[CH:7][CH:6]=[CH:5][C:4]=1[SH:9].[CH3:10]I.O, predict the reaction product. The product is: [CH3:10][S:9][C:4]1[CH:5]=[CH:6][CH:7]=[CH:8][C:3]=1[Cl:2]. (6) Given the reactants [C:1]1([CH:7]2[O:12][CH2:11][CH2:10][NH:9][CH2:8]2)[CH:6]=[CH:5][CH:4]=[CH:3][CH:2]=1.Cl[C:14]1[C:23]2[C:18](=[CH:19][C:20]([O:26][CH3:27])=[C:21]([O:24][CH3:25])[CH:22]=2)[N:17]=[CH:16][N:15]=1, predict the reaction product. The product is: [CH3:25][O:24][C:21]1[CH:22]=[C:23]2[C:18](=[CH:19][C:20]=1[O:26][CH3:27])[N:17]=[CH:16][N:15]=[C:14]2[N:9]1[CH2:10][CH2:11][O:12][CH:7]([C:1]2[CH:2]=[CH:3][CH:4]=[CH:5][CH:6]=2)[CH2:8]1. (7) Given the reactants C[O:2][C:3](=O)[NH:4][C:5]1[CH:10]=[CH:9][CH:8]=[CH:7][C:6]=1[C:11](=[O:16])[NH:12][CH:13]1[CH2:15][CH2:14]1.C[O-].[Na+], predict the reaction product. The product is: [CH:13]1([N:12]2[C:11](=[O:16])[C:6]3[C:5](=[CH:10][CH:9]=[CH:8][CH:7]=3)[NH:4][C:3]2=[O:2])[CH2:15][CH2:14]1. (8) The product is: [C:1]1([N:7]([C:16]2[CH:21]=[CH:20][CH:19]=[CH:18][CH:17]=2)[C:8]2[CH:15]=[CH:14][C:11]([CH:12]=[CH:22][C:23]3[CH:26]=[CH:14][C:11]([CH:10]=[CH2:9])=[CH:12][CH:24]=3)=[CH:10][CH:9]=2)[CH:6]=[CH:5][CH:4]=[CH:3][CH:2]=1. Given the reactants [C:1]1([N:7]([C:16]2[CH:21]=[CH:20][CH:19]=[CH:18][CH:17]=2)[C:8]2[CH:15]=[CH:14][C:11]([CH:12]=O)=[CH:10][CH:9]=2)[CH:6]=[CH:5][CH:4]=[CH:3][CH:2]=1.[CH3:22][C:23]([CH3:26])([O-])[CH3:24].[K+], predict the reaction product.